This data is from Catalyst prediction with 721,799 reactions and 888 catalyst types from USPTO. The task is: Predict which catalyst facilitates the given reaction. (1) Reactant: Br[CH2:2][CH2:3][C:4]1[CH:9]=[CH:8][C:7]([CH2:10][CH2:11][OH:12])=[CH:6][CH:5]=1.FC(F)(F)C(O)=O.[CH2:20]([C:22]1[S:23][CH:24]=[C:25]([C:27]([N:29]2[CH2:34][C:33]3([CH2:39][CH2:38][NH:37][CH2:36][CH2:35]3)[O:32][CH2:31][CH2:30]2)=[O:28])[N:26]=1)[CH3:21].C(=O)([O-])[O-].[Cs+].[Cs+]. Product: [CH2:20]([C:22]1[S:23][CH:24]=[C:25]([C:27]([N:29]2[CH2:34][C:33]3([CH2:39][CH2:38][N:37]([CH2:2][CH2:3][C:4]4[CH:9]=[CH:8][C:7]([CH2:10][CH2:11][OH:12])=[CH:6][CH:5]=4)[CH2:36][CH2:35]3)[O:32][CH2:31][CH2:30]2)=[O:28])[N:26]=1)[CH3:21]. The catalyst class is: 179. (2) Reactant: [N:1]1([C:7]([O:9][C:10]([CH3:13])([CH3:12])[CH3:11])=[O:8])[CH2:6][CH2:5][NH:4][CH2:3][CH2:2]1.CCN(C(C)C)C(C)C.[Br:23][C:24]1[CH:29]=[CH:28][C:27]([S:30](Cl)(=[O:32])=[O:31])=[C:26]([CH3:34])[CH:25]=1.[NH4+].[Cl-]. Product: [Br:23][C:24]1[CH:29]=[CH:28][C:27]([S:30]([N:4]2[CH2:5][CH2:6][N:1]([C:7]([O:9][C:10]([CH3:13])([CH3:12])[CH3:11])=[O:8])[CH2:2][CH2:3]2)(=[O:32])=[O:31])=[C:26]([CH3:34])[CH:25]=1. The catalyst class is: 2. (3) Reactant: [CH3:1][O:2][C:3](=[O:13])[CH2:4][CH2:5][CH2:6][CH2:7][CH2:8][CH2:9][CH2:10][CH2:11][OH:12].CCN(CC)CC.[C:21]([Si:25](Cl)([C:32]1[CH:37]=[CH:36][CH:35]=[CH:34][CH:33]=1)[C:26]1[CH:31]=[CH:30][CH:29]=[CH:28][CH:27]=1)([CH3:24])([CH3:23])[CH3:22].[NH4+].[Cl-]. Product: [CH3:1][O:2][C:3](=[O:13])[CH2:4][CH2:5][CH2:6][CH2:7][CH2:8][CH2:9][CH2:10][CH2:11][O:12][Si:25]([C:21]([CH3:24])([CH3:23])[CH3:22])([C:32]1[CH:33]=[CH:34][CH:35]=[CH:36][CH:37]=1)[C:26]1[CH:31]=[CH:30][CH:29]=[CH:28][CH:27]=1. The catalyst class is: 64. (4) Reactant: [CH2:1]([OH:6])/[CH:2]=[CH:3]/[CH2:4][OH:5].[H-].[Na+].[CH3:9][O:10][C:11]1[CH:18]=[CH:17][C:14]([CH2:15]Cl)=[CH:13][CH:12]=1.[Na+].[Cl-]. Product: [CH3:9][O:10][C:11]1[CH:18]=[CH:17][C:14]([CH2:15][O:5][CH2:4]/[CH:3]=[CH:2]/[CH2:1][OH:6])=[CH:13][CH:12]=1. The catalyst class is: 3. (5) Reactant: N1[C:9]2[CH:8]=[CH:7][CH:6]=[C:5]([C:10]([OH:12])=O)[C:4]=2C=C1.CN([CH:16]=[O:17])C.[CH:18]1(CBr)[CH2:20][CH2:19]1.C([O-])([O-])=O.[K+].[K+]. Product: [CH:18]1([CH2:16][O:17][C:9]2[CH:4]=[C:5]([CH2:10][OH:12])[CH:6]=[CH:7][CH:8]=2)[CH2:20][CH2:19]1. The catalyst class is: 6. (6) Reactant: Cl[C:2]1[CH:7]=[CH:6][C:5]([O:8][CH3:9])=[CH:4][CH:3]=1.[NH:10]1[CH2:14][CH2:13][CH2:12][CH2:11]1.CC([O-])(C)C.[Na+]. Product: [CH3:9][O:8][C:5]1[CH:6]=[CH:7][C:2]([N:10]2[CH2:14][CH2:13][CH2:12][CH2:11]2)=[CH:3][CH:4]=1. The catalyst class is: 187.